The task is: Predict the reaction yield, written as a fraction of the theoretical maximum amount of product (1.0 means a 100% yield; for example, 0.34 means a 34% yield).. This data is from Reaction yield outcomes from USPTO patents with 853,638 reactions. (1) The reactants are [N:1]1([C:8]2[N:13]=[C:12]([CH:14]3[CH2:16][CH2:15]3)C=[C:10]([N:17]3[CH2:20][CH:19](OS(C)(=O)=O)[CH2:18]3)[C:9]=2[CH3:26])[CH2:7][CH2:6][CH2:5][CH2:4][CH2:3][CH2:2]1.[C-]#[N:28].[Na+].C[N:31]([CH3:34])C=O. No catalyst specified. The product is [N:1]1([C:8]2[N:13]=[C:12]([CH:14]3[CH2:16][CH2:15]3)[N:28]=[C:10]([N:17]3[CH2:20][CH:19]([C:34]#[N:31])[CH2:18]3)[C:9]=2[CH3:26])[CH2:7][CH2:6][CH2:5][CH2:4][CH2:3][CH2:2]1. The yield is 0.600. (2) The reactants are [OH-].[K+].C(=O)(OC)[O:4][C:5]1[CH:10]=[C:9]([N+:11]([O-:13])=[O:12])[C:8]([C:14]([CH3:17])([CH3:16])[CH3:15])=[CH:7][C:6]=1[Cl:18].Cl. The catalyst is CO. The product is [C:14]([C:8]1[C:9]([N+:11]([O-:13])=[O:12])=[CH:10][C:5]([OH:4])=[C:6]([Cl:18])[CH:7]=1)([CH3:17])([CH3:15])[CH3:16]. The yield is 0.680. (3) No catalyst specified. The reactants are Br[C:2]1[CH:3]=[C:4]([N:8]2[CH2:13][CH2:12][O:11][CH2:10][CH2:9]2)[CH:5]=[N:6][CH:7]=1.[CH3:14][C:15]1[N:20]=[CH:19][C:18]([NH2:21])=[CH:17][C:16]=1B1OC(C)(C)C(C)(C)O1. The yield is 0.690. The product is [CH3:14][C:15]1[C:16]([C:2]2[CH:7]=[N:6][CH:5]=[C:4]([N:8]3[CH2:13][CH2:12][O:11][CH2:10][CH2:9]3)[CH:3]=2)=[CH:17][C:18]([NH2:21])=[CH:19][N:20]=1. (4) The reactants are Cl.CCOC(C)=O.[C:8]([O:12][C:13](=[O:47])[CH2:14][CH:15]([OH:46])[CH2:16][CH:17]([OH:45])[CH:18]=[CH:19][C:20]1[N:21]([C:38]2[CH:43]=[CH:42][C:41]([F:44])=[CH:40][CH:39]=2)[N:22]=[C:23]([C:28](=[O:37])[NH:29][CH2:30][C:31]2[CH:36]=[CH:35][CH:34]=[CH:33][CH:32]=2)[C:24]=1[CH:25]([CH3:27])[CH3:26])([CH3:11])([CH3:10])[CH3:9]. The catalyst is CO.[Pd]. The product is [C:8]([O:12][C:13](=[O:47])[CH2:14][C@H:15]([OH:46])[CH2:16][C@H:17]([OH:45])[CH2:18][CH2:19][C:20]1[N:21]([C:38]2[CH:43]=[CH:42][C:41]([F:44])=[CH:40][CH:39]=2)[N:22]=[C:23]([C:28](=[O:37])[NH:29][CH2:30][C:31]2[CH:32]=[CH:33][CH:34]=[CH:35][CH:36]=2)[C:24]=1[CH:25]([CH3:27])[CH3:26])([CH3:10])([CH3:11])[CH3:9]. The yield is 0.590. (5) The reactants are [CH3:1][C:2]([O:5][C:6]([NH:8][C:9]([NH:18][C:19](=[O:25])[O:20][C:21]([CH3:24])([CH3:23])[CH3:22])=[N:10]S(C(F)(F)F)(=O)=O)=[O:7])([CH3:4])[CH3:3].C(N(CC)CC)C.Cl.[CH3:34][S:35][C:36]1[CH:37]=[CH:38][C:39](N)=[N:40][CH:41]=1. The catalyst is C(Cl)Cl. The product is [CH3:34][S:35][C:36]1[CH:37]=[CH:38][C:39]([NH:10]/[C:9](/[NH:8][C:6](=[O:7])[O:5][C:2]([CH3:1])([CH3:3])[CH3:4])=[N:18]/[C:19](=[O:25])[O:20][C:21]([CH3:22])([CH3:23])[CH3:24])=[N:40][CH:41]=1. The yield is 0.440. (6) The reactants are Cl[CH2:2][CH2:3][CH2:4][O:5][C:6]1[CH:7]=[N:8][CH:9]=[CH:10][CH:11]=1.[OH-].[NH4+:13]. The catalyst is CO. The product is [N:8]1[CH:9]=[CH:10][CH:11]=[C:6]([O:5][CH2:4][CH2:3][CH2:2][NH2:13])[CH:7]=1. The yield is 0.201.